Dataset: Forward reaction prediction with 1.9M reactions from USPTO patents (1976-2016). Task: Predict the product of the given reaction. (1) Given the reactants [CH3:1][C:2]1[NH:6][N:5]=[CH:4][C:3]=1[C:7]1[S:15][C:14]2[C:13](=[O:16])[NH:12][C:11]([C@H:17]3[N:22]([C:23]([O:25][C:26]([CH3:29])([CH3:28])[CH3:27])=[O:24])[CH2:21][C@@H:20]4[C@H:18]3[CH2:19]4)=[N:10][C:9]=2[CH:8]=1, predict the reaction product. The product is: [CH3:1][C:2]1[NH:6][N:5]=[CH:4][C:3]=1[C:7]1[S:15][C:14]2[C:13](=[O:16])[NH:12][C:11]([C@@H:17]3[N:22]([C:23]([O:25][C:26]([CH3:29])([CH3:28])[CH3:27])=[O:24])[CH2:21][C@H:20]4[C@@H:18]3[CH2:19]4)=[N:10][C:9]=2[CH:8]=1.[CH3:1][C:2]1[NH:6][N:5]=[CH:4][C:3]=1[C:7]1[S:15][C:14]2[C:13](=[O:16])[NH:12][C:11]([C@H:17]3[N:22]([C:23]([O:25][C:26]([CH3:29])([CH3:28])[CH3:27])=[O:24])[CH2:21][C@@H:20]4[C@H:18]3[CH2:19]4)=[N:10][C:9]=2[CH:8]=1. (2) Given the reactants C[N:2]([C-:4]1[CH:8]=[CH:7][CH:6]=[CH:5]1)C.[CH-:9]1[CH:13]=[CH:12][CH:11]=[CH:10]1.[Fe+2:14].B(F)(F)F.CCO[CH2:22][CH3:23].[Li]CCCC.[B:29](OCC)(OCC)OCC.[OH:39][C:40]([C:43]([OH:46])([CH3:45])[CH3:44])([CH3:42])[CH3:41], predict the reaction product. The product is: [CH3:6][C:7]1[C:22]([CH3:23])=[C:5]([B:29]2[O:46][C:43]([CH3:45])([CH3:44])[C:40]([CH3:42])([CH3:41])[O:39]2)[C-:4]([NH2:2])[CH:8]=1.[CH-:9]1[CH:13]=[CH:12][CH:11]=[CH:10]1.[Fe+2:14].